From a dataset of Forward reaction prediction with 1.9M reactions from USPTO patents (1976-2016). Predict the product of the given reaction. (1) Given the reactants [Cl:1][C:2]1[N:10]=[CH:9][N:8]=[C:7]2[C:3]=1[NH:4][CH:5]=[N:6]2.[C:11]([O:19][CH2:20][C@@H:21]1[C@@H:25]([F:26])[C@:24]([O:28][C:29](=[O:36])[C:30]2[CH:35]=[CH:34][CH:33]=[CH:32][CH:31]=2)([CH3:27])[CH:23](OC(=O)C)[O:22]1)(=[O:18])[C:12]1[CH:17]=[CH:16][CH:15]=[CH:14][CH:13]=1.C1CCN2C(=NCCC2)CC1.O([Si](C)(C)C)S(C(F)(F)F)(=O)=O, predict the reaction product. The product is: [C:11]([O:19][CH2:20][C@@H:21]1[C@@H:25]([F:26])[C@:24]([O:28][C:29](=[O:36])[C:30]2[CH:31]=[CH:32][CH:33]=[CH:34][CH:35]=2)([CH3:27])[C@H:23]([N:6]2[CH:5]=[N:4][C:3]3[C:7]2=[N:8][CH:9]=[N:10][C:2]=3[Cl:1])[O:22]1)(=[O:18])[C:12]1[CH:17]=[CH:16][CH:15]=[CH:14][CH:13]=1. (2) Given the reactants C(N(CC)CC)C.[O:8]1[CH2:12][CH2:11][CH:10]([CH2:13][OH:14])[CH2:9]1.[CH3:15][S:16](O[S:16]([CH3:15])(=[O:18])=[O:17])(=[O:18])=[O:17], predict the reaction product. The product is: [O:8]1[CH2:12][CH2:11][CH:10]([CH2:13][O:14][S:16]([CH3:15])(=[O:18])=[O:17])[CH2:9]1. (3) The product is: [Br:1][C:2]1[C:10]2[C:9](=[O:11])[N:8]([CH3:12])[C:7](=[O:13])[N:6]([CH2:14][CH:15]([CH3:17])[CH3:16])[C:5]=2[S:4][C:3]=1[C:18](=[O:29])[C:19]1[CH:24]=[CH:23][CH:22]=[CH:21][C:20]=1[C:25]([F:27])([F:26])[F:28]. Given the reactants [Br:1][C:2]1[C:10]2[C:9](=[O:11])[N:8]([CH3:12])[C:7](=[O:13])[N:6]([CH2:14][CH:15]([CH3:17])[CH3:16])[C:5]=2[S:4][C:3]=1[CH:18]([OH:29])[C:19]1[CH:24]=[CH:23][CH:22]=[CH:21][C:20]=1[C:25]([F:28])([F:27])[F:26].C[N+]1([O-])CCOCC1, predict the reaction product. (4) Given the reactants C(OC([NH:8][C:9]1[C:14](I)=[C:13]([CH3:16])[N:12]=[CH:11][N:10]=1)=O)(C)(C)C.[Br-].[F:18][C:19]([F:30])([F:29])[C:20]1[CH:25]=[CH:24][C:23]([C:26]#[C:27][Zn+])=[CH:22][CH:21]=1.O1CCCC1.FC(F)(F)C(O)=O, predict the reaction product. The product is: [NH2:8][C:9]1[C:14]([C:27]#[C:26][C:23]2[CH:24]=[CH:25][C:20]([C:19]([F:18])([F:29])[F:30])=[CH:21][CH:22]=2)=[C:13]([CH3:16])[N:12]=[CH:11][N:10]=1. (5) Given the reactants [CH2:1]([O:3][C:4](=[O:23])[CH2:5][C:6]1[CH:11]=[CH:10][C:9]([O:12][CH3:13])=[C:8](B2OC(C)(C)C(C)(C)O2)[CH:7]=1)[CH3:2].Br[C:25]1[CH:32]=[C:31]([CH3:33])[CH:30]=[CH:29][C:26]=1[CH:27]=[O:28], predict the reaction product. The product is: [CH2:1]([O:3][C:4](=[O:23])[CH2:5][C:6]1[CH:7]=[C:8]([C:25]2[CH:32]=[C:31]([CH3:33])[CH:30]=[CH:29][C:26]=2[CH:27]=[O:28])[C:9]([O:12][CH3:13])=[CH:10][CH:11]=1)[CH3:2]. (6) Given the reactants [C:1]([C:4]1[C:12]2[C:7](=[CH:8][CH:9]=[CH:10][CH:11]=2)[N:6]([CH2:13][C:14]([OH:16])=O)[N:5]=1)(=[O:3])[NH2:2].[Br:17][C:18]1[N:23]=[C:22]([NH:24][C:25]([C@@H:27]2[CH2:32][C@@H:31]3[C@@H:29]([CH2:30]3)[NH:28]2)=[O:26])[CH:21]=[CH:20][CH:19]=1.CN(C(ON1N=NC2C=CC=CC1=2)=[N+](C)C)C.F[P-](F)(F)(F)(F)F.CCN(C(C)C)C(C)C, predict the reaction product. The product is: [Br:17][C:18]1[N:23]=[C:22]([NH:24][C:25]([C@@H:27]2[CH2:32][C@@H:31]3[C@@H:29]([CH2:30]3)[N:28]2[C:14](=[O:16])[CH2:13][N:6]2[C:7]3[C:12](=[CH:11][CH:10]=[CH:9][CH:8]=3)[C:4]([C:1]([NH2:2])=[O:3])=[N:5]2)=[O:26])[CH:21]=[CH:20][CH:19]=1. (7) Given the reactants [Li+].CC([N-]C(C)C)C.C1COCC1.CCCCCCC.C(C1C=CC=CC=1)C.[O:29]([CH:36]([CH3:40])[C:37]([OH:39])=[O:38])[C:30]1[CH:35]=[CH:34][CH:33]=[CH:32][CH:31]=1.[S:41]1[CH:45]=[CH:44][CH:43]=[C:42]1[CH:46]=[O:47], predict the reaction product. The product is: [OH:47][CH:46]([C:42]1[S:41][CH:45]=[CH:44][CH:43]=1)[C:36]([CH3:40])([O:29][C:30]1[CH:35]=[CH:34][CH:33]=[CH:32][CH:31]=1)[C:37]([OH:39])=[O:38]. (8) Given the reactants [CH3:1]N(C=O)C.P(Cl)(Cl)(Cl)=O.[Cl:11][C:12]1[CH:17]=[CH:16][C:15]([NH:18][C:19]([CH3:26])=[CH:20][C:21]([O:23][CH2:24][CH3:25])=[O:22])=[CH:14][CH:13]=1, predict the reaction product. The product is: [Cl:11][C:12]1[CH:13]=[C:14]2[C:15](=[CH:16][CH:17]=1)[N:18]=[C:19]([CH3:26])[C:20]([C:21]([O:23][CH2:24][CH3:25])=[O:22])=[CH:1]2.